This data is from NCI-60 drug combinations with 297,098 pairs across 59 cell lines. The task is: Regression. Given two drug SMILES strings and cell line genomic features, predict the synergy score measuring deviation from expected non-interaction effect. (1) Drug 1: C1=CC(=C2C(=C1NCCNCCO)C(=O)C3=C(C=CC(=C3C2=O)O)O)NCCNCCO. Drug 2: CC1=C(C(CCC1)(C)C)C=CC(=CC=CC(=CC(=O)O)C)C. Cell line: MOLT-4. Synergy scores: CSS=28.6, Synergy_ZIP=-3.07, Synergy_Bliss=-8.85, Synergy_Loewe=-30.0, Synergy_HSA=-7.90. (2) Drug 1: CCC1(CC2CC(C3=C(CCN(C2)C1)C4=CC=CC=C4N3)(C5=C(C=C6C(=C5)C78CCN9C7C(C=CC9)(C(C(C8N6C)(C(=O)OC)O)OC(=O)C)CC)OC)C(=O)OC)O.OS(=O)(=O)O. Drug 2: COCCOC1=C(C=C2C(=C1)C(=NC=N2)NC3=CC=CC(=C3)C#C)OCCOC.Cl. Cell line: UACC62. Synergy scores: CSS=1.36, Synergy_ZIP=1.16, Synergy_Bliss=4.27, Synergy_Loewe=-1.03, Synergy_HSA=-0.793. (3) Drug 1: C1=CC(=CC=C1CCCC(=O)O)N(CCCl)CCCl. Drug 2: CC1=C2C(C(=O)C3(C(CC4C(C3C(C(C2(C)C)(CC1OC(=O)C(C(C5=CC=CC=C5)NC(=O)OC(C)(C)C)O)O)OC(=O)C6=CC=CC=C6)(CO4)OC(=O)C)O)C)O. Cell line: BT-549. Synergy scores: CSS=20.5, Synergy_ZIP=-8.13, Synergy_Bliss=-5.26, Synergy_Loewe=-17.6, Synergy_HSA=-1.96.